From a dataset of Full USPTO retrosynthesis dataset with 1.9M reactions from patents (1976-2016). Predict the reactants needed to synthesize the given product. (1) Given the product [NH2:18][C:5]1[N:4]=[C:3]([CH2:1][CH3:2])[N:8]=[C:7]2[N:9]([C:12]3[CH:13]=[C:14]([CH:15]=[CH:16][CH:17]=3)[C:35]([O:37][CH3:38])=[O:36])[N:10]=[CH:11][C:6]=12, predict the reactants needed to synthesize it. The reactants are: [CH2:1]([C:3]1[N:8]=[C:7]2[N:9]([C:12]3[CH:17]=[CH:16][CH:15]=[CH:14][CH:13]=3)[N:10]=[CH:11][C:6]2=[C:5]([NH2:18])[N:4]=1)[CH3:2].C(C1N=C2NN=CC2=C(N)N=1)C.IC1C=C(C=CC=1)[C:35]([O:37][CH3:38])=[O:36]. (2) Given the product [NH2:15][C@:10]1([C:8]([NH:7][S:4]([CH:1]2[CH2:3][CH2:2]2)(=[O:6])=[O:5])=[O:9])[CH2:12][C@H:11]1[CH2:13][CH3:14], predict the reactants needed to synthesize it. The reactants are: [CH:1]1([S:4]([NH:7][C:8]([C@@:10]2([NH:15]C(=O)OC(C)(C)C)[CH2:12][C@H:11]2[CH2:13][CH3:14])=[O:9])(=[O:6])=[O:5])[CH2:3][CH2:2]1. (3) Given the product [I:23][C:3]1[C@@:7]2([CH3:22])[CH2:8][CH2:9][C@H:10]3[C@H:19]([C@@H:6]2[CH2:5][CH:4]=1)[CH2:18][CH:17]=[C:16]1[C@:11]3([CH3:21])[CH2:12][CH2:13][C:14](=[O:20])[NH:15]1, predict the reactants needed to synthesize it. The reactants are: N(=[C:3]1/[CH2:4][CH2:5][C@H:6]2[C@@H:19]3[C@@H:10]([C@:11]4([CH3:21])[C:16](=[CH:17][CH2:18]3)[NH:15][C:14](=[O:20])[CH2:13][CH2:12]4)[CH2:9][CH2:8][C@:7]/12[CH3:22])/N.[I:23]I. (4) Given the product [CH2:1]([O:9][C:10]1[C:11](=[O:22])[O:12][C:13]2[C:20]([O:21][CH2:29][CH2:28][CH2:27][O:26][C:23](=[O:25])[CH3:24])=[CH:19][CH:18]=[CH:17][C:14]=2[C:15]=1[OH:16])[CH2:2][CH2:3][CH2:4][CH2:5][CH2:6][CH2:7][CH3:8], predict the reactants needed to synthesize it. The reactants are: [CH2:1]([O:9][C:10]1[C:11](=[O:22])[O:12][C:13]2[C:20]([OH:21])=[CH:19][CH:18]=[CH:17][C:14]=2[C:15]=1[OH:16])[CH2:2][CH2:3][CH2:4][CH2:5][CH2:6][CH2:7][CH3:8].[C:23]([O:26][CH2:27][CH2:28][CH2:29]Br)(=[O:25])[CH3:24].